The task is: Predict the product of the given reaction.. This data is from Forward reaction prediction with 1.9M reactions from USPTO patents (1976-2016). (1) Given the reactants [CH2:1]([O:8][C:9]([NH:11][CH:12]([CH2:20][C:21]1[CH:26]=[CH:25][C:24]([OH:27])=[C:23]([O:28][CH3:29])[CH:22]=1)[C:13]([O:15][C:16]([CH3:19])([CH3:18])[CH3:17])=[O:14])=[O:10])[C:2]1[CH:7]=[CH:6][CH:5]=[CH:4][CH:3]=1.[CH2:30]([O:37][C:38]1[CH:46]=[CH:45][C:41]([C:42](Cl)=[O:43])=[CH:40][CH:39]=1)[CH2:31][CH2:32][CH2:33][CH2:34][CH2:35][CH3:36], predict the reaction product. The product is: [CH2:30]([O:37][C:38]1[CH:39]=[CH:40][C:41]([C:42]([O:27][C:24]2[CH:25]=[CH:26][C:21]([CH2:20][CH:12]([NH:11][C:9]([O:8][CH2:1][C:2]3[CH:3]=[CH:4][CH:5]=[CH:6][CH:7]=3)=[O:10])[C:13]([O:15][C:16]([CH3:17])([CH3:19])[CH3:18])=[O:14])=[CH:22][C:23]=2[O:28][CH3:29])=[O:43])=[CH:45][CH:46]=1)[CH2:31][CH2:32][CH2:33][CH2:34][CH2:35][CH3:36]. (2) Given the reactants [CH3:1][O:2][C:3]1[CH:11]=[C:10]2[C:6]([CH:7]=[N:8][NH:9]2)=[CH:5][C:4]=1[NH:12][C:13]1[C:14]2[C:21]([C:22]([OH:24])=O)=[CH:20][NH:19][C:15]=2[N:16]=[CH:17][N:18]=1.[CH3:25][N:26]1[CH2:31][CH2:30][NH:29][CH2:28][CH2:27]1.C(P1(=O)OP(=O)(CCC)OP(=O)(CCC)O1)CC.C(N(C(C)C)C(C)C)C.[OH-].[Na+], predict the reaction product. The product is: [CH3:1][O:2][C:3]1[CH:11]=[C:10]2[C:6]([CH:7]=[N:8][NH:9]2)=[CH:5][C:4]=1[NH:12][C:13]1[C:14]2[C:21]([C:22]([N:29]3[CH2:30][CH2:31][N:26]([CH3:25])[CH2:27][CH2:28]3)=[O:24])=[CH:20][NH:19][C:15]=2[N:16]=[CH:17][N:18]=1. (3) Given the reactants [S].O.[SH-:3].[Na+].C(=O)([O-])[O-].[Na+].[Na+].F[C:12]1[CH:19]=[CH:18][C:17]([N+:20]([O-:22])=[O:21])=[CH:16][C:13]=1[CH:14]=O.Cl[CH2:24][C:25](=[O:27])[CH3:26], predict the reaction product. The product is: [N+:20]([C:17]1[CH:18]=[CH:19][C:12]2[S:3][C:24]([C:25](=[O:27])[CH3:26])=[CH:14][C:13]=2[CH:16]=1)([O-:22])=[O:21]. (4) Given the reactants Cl[C:2]1[C:7]([CH3:8])=[CH:6][C:5]([N+:9]([O-])=O)=[CH:4][N:3]=1.[NH:12]1[CH2:17][CH2:16][CH:15]([OH:18])[CH2:14][CH2:13]1.C(=O)([O-])[O-].[K+].[K+].[Cl:25][C:26]1[CH:27]=[C:28]([N:32]2[C:36]([CH3:37])=[C:35]([C:38](O)=[O:39])[CH:34]=[N:33]2)[CH:29]=[CH:30][CH:31]=1.C(N(CC)CC)C, predict the reaction product. The product is: [Cl:25][C:26]1[CH:27]=[C:28]([N:32]2[C:36]([CH3:37])=[C:35]([C:38]([NH:9][C:5]3[CH:4]=[N:3][C:2]([N:12]4[CH2:17][CH2:16][CH:15]([OH:18])[CH2:14][CH2:13]4)=[C:7]([CH3:8])[CH:6]=3)=[O:39])[CH:34]=[N:33]2)[CH:29]=[CH:30][CH:31]=1. (5) Given the reactants C([O:4][CH2:5][C@@H:6]([N:8]1[CH:17]=[CH:16][C:15]2[C:10](=[CH:11][CH:12]=[CH:13][C:14]=2[NH2:18])[C:9]1=[O:19])[CH3:7])(=O)C.C(Cl)Cl.[CH:23]1([CH2:30][C:31](O)=[O:32])[CH2:29][CH2:28][CH2:27][CH2:26][CH2:25][CH2:24]1.F[P-](F)(F)(F)(F)F.C[N+](C)=C(N(C)C)ON1C2N=CC=CC=2N=N1.C(N(CC)C(C)C)(C)C.CO.C(=O)([O-])[O-].[K+].[K+], predict the reaction product. The product is: [CH:23]1([CH2:30][C:31]([NH:18][C:14]2[CH:13]=[CH:12][CH:11]=[C:10]3[C:15]=2[CH:16]=[CH:17][N:8]([C@@H:6]([CH3:7])[CH2:5][OH:4])[C:9]3=[O:19])=[O:32])[CH2:29][CH2:28][CH2:27][CH2:26][CH2:25][CH2:24]1.